From a dataset of Reaction yield outcomes from USPTO patents with 853,638 reactions. Predict the reaction yield, written as a fraction of the theoretical maximum amount of product (1.0 means a 100% yield; for example, 0.34 means a 34% yield). (1) The reactants are C1(C)C=CC(S([N:10]2[CH2:16][C:12]3([CH2:15][O:14][CH2:13]3)[CH2:11]2)(=O)=O)=CC=1.[Mg].O.O.O.O.O.O.O.O.O.O.S([O-])([O-])(=O)=O.[Na+].[Na+].S([O-])([O-])(=O)=O.[Na+].[Na+].[C:43]([OH:48])(=[O:47])[C:44]([OH:46])=[O:45]. The catalyst is CO.C(O)C.C(OCC)C. The product is [C:43]([OH:48])(=[O:47])[C:44]([OH:46])=[O:45].[CH2:13]1[C:12]2([CH2:16][NH:10][CH2:11]2)[CH2:15][O:14]1.[CH2:13]1[C:12]2([CH2:16][NH:10][CH2:11]2)[CH2:15][O:14]1. The yield is 0.370. (2) The reactants are [CH2:1]([N:3]([CH2:19][CH3:20])[C:4]([C:6]1[CH:11]=[CH:10][N:9]2[C:12](I)=[C:13]([CH:15]([CH3:17])[CH3:16])[N:14]=[C:8]2[CH:7]=1)=[O:5])[CH3:2].P([O-])([O-])([O-])=O.[K+].[K+].[K+].[CH:29]1([SH:35])[CH2:34][CH2:33][CH2:32][CH2:31][CH2:30]1.O. The catalyst is CS(C)=O.[Cu](I)I. The product is [CH:29]1([S:35][C:12]2[N:9]3[CH:10]=[CH:11][C:6]([C:4]([N:3]([CH2:19][CH3:20])[CH2:1][CH3:2])=[O:5])=[CH:7][C:8]3=[N:14][C:13]=2[CH:15]([CH3:17])[CH3:16])[CH2:34][CH2:33][CH2:32][CH2:31][CH2:30]1. The yield is 0.520.